This data is from Reaction yield outcomes from USPTO patents with 853,638 reactions. The task is: Predict the reaction yield, written as a fraction of the theoretical maximum amount of product (1.0 means a 100% yield; for example, 0.34 means a 34% yield). (1) The reactants are Br[C:2]1[CH:23]=[CH:22][C:5]2[C:6]3[N:7]([CH:11]=[C:12]([C:14]4[N:18]([CH:19]([CH3:21])[CH3:20])[N:17]=[CH:16][N:15]=4)[N:13]=3)[CH2:8][CH2:9][O:10][C:4]=2[CH:3]=1.[CH3:24][C:25]1([CH3:41])[C:29]([CH3:31])([CH3:30])[O:28][B:27]([B:27]2[O:28][C:29]([CH3:31])([CH3:30])[C:25]([CH3:41])([CH3:24])[O:26]2)[O:26]1.CC([O-])=O.[K+]. The catalyst is CN(C=O)C.C1C=CC(P(C2C=CC=CC=2)[C-]2C=CC=C2)=CC=1.C1C=CC(P(C2C=CC=CC=2)[C-]2C=CC=C2)=CC=1.Cl[Pd]Cl.[Fe+2]. The product is [CH:19]([N:18]1[C:14]([C:12]2[N:13]=[C:6]3[C:5]4[CH:22]=[CH:23][C:2]([B:27]5[O:28][C:29]([CH3:31])([CH3:30])[C:25]([CH3:41])([CH3:24])[O:26]5)=[CH:3][C:4]=4[O:10][CH2:9][CH2:8][N:7]3[CH:11]=2)=[N:15][CH:16]=[N:17]1)([CH3:21])[CH3:20]. The yield is 0.490. (2) The reactants are O.OO.N[C:5]([NH2:7])=[O:6].[OH-].[Na+].[C:10]([O:14][C:15]([N:17]1[CH2:42][CH2:41][C:20]2([CH2:23][N:22]([C@H:24]3[C:32]4[C:27](=[CH:28][C:29]([C:33]5[CH:34]=[N:35][C:36](C#N)=[CH:37][CH:38]=5)=[CH:30][CH:31]=4)[CH2:26][CH2:25]3)[CH2:21]2)[CH2:19][CH2:18]1)=[O:16])([CH3:13])([CH3:12])[CH3:11]. The catalyst is CCO. The product is [C:10]([O:14][C:15]([N:17]1[CH2:42][CH2:41][C:20]2([CH2:23][N:22]([C@H:24]3[C:32]4[C:27](=[CH:28][C:29]([C:33]5[CH:34]=[N:35][C:36]([C:5](=[O:6])[NH2:7])=[CH:37][CH:38]=5)=[CH:30][CH:31]=4)[CH2:26][CH2:25]3)[CH2:21]2)[CH2:19][CH2:18]1)=[O:16])([CH3:13])([CH3:11])[CH3:12]. The yield is 0.600. (3) The product is [NH2:1][C:2]1[C:7]([C:8]2[CH:9]=[CH:10][C:11]([CH2:14][C:15]([NH2:32])=[O:17])=[CH:12][CH:13]=2)=[C:6]([O:18][C:19]2[CH:24]=[CH:23][C:22]([N+:25]([O-:27])=[O:26])=[CH:21][C:20]=2[F:28])[CH:5]=[CH:4][N:3]=1. The reactants are [NH2:1][C:2]1[C:7]([C:8]2[CH:13]=[CH:12][C:11]([CH2:14][C:15]([OH:17])=O)=[CH:10][CH:9]=2)=[C:6]([O:18][C:19]2[CH:24]=[CH:23][C:22]([N+:25]([O-:27])=[O:26])=[CH:21][C:20]=2[F:28])[CH:5]=[CH:4][N:3]=1.C1C[N:32]([P+](ON2N=NC3C=CC=CC2=3)(N2CCCC2)N2CCCC2)CC1.F[P-](F)(F)(F)(F)F.C1C=CC2N(O)N=NC=2C=1.CCN(C(C)C)C(C)C.[NH4+].[Cl-]. The yield is 0.620. The catalyst is CN(C=O)C. (4) The reactants are Cl[C:2]1[CH:7]=[C:6]([CH3:8])[C:5]([C:9](=[O:11])[CH3:10])=[C:4]([CH3:12])[CH:3]=1.[O-]P([O-])([O-])=O.[K+].[K+].[K+].[CH2:21]([C:23]1[CH:28]=[CH:27][C:26]([OH:29])=[CH:25][CH:24]=1)[CH3:22]. The catalyst is C1(C)C=CC=CC=1.CC([O-])=O.CC([O-])=O.[Pd+2].C(P(C(C)(C)C)C1C=CC=CC=1C1C(C(C)C)=CC(C(C)C)=CC=1C(C)C)(C)(C)C. The product is [CH2:21]([C:23]1[CH:28]=[CH:27][C:26]([O:29][C:2]2[CH:7]=[C:6]([CH3:8])[C:5]([C:9](=[O:11])[CH3:10])=[C:4]([CH3:12])[CH:3]=2)=[CH:25][CH:24]=1)[CH3:22]. The yield is 0.820.